From a dataset of Forward reaction prediction with 1.9M reactions from USPTO patents (1976-2016). Predict the product of the given reaction. The product is: [CH3:1][CH:2]1[O:10][C:5]2=[N:6][CH:7]=[CH:8][CH:9]=[C:4]2[CH:3]1[OH:11]. Given the reactants [CH3:1][CH:2]1[O:10][C:5]2=[N:6][CH:7]=[CH:8][CH:9]=[C:4]2[C:3]1=[O:11].[BH4-].[Na+], predict the reaction product.